From a dataset of Reaction yield outcomes from USPTO patents with 853,638 reactions. Predict the reaction yield, written as a fraction of the theoretical maximum amount of product (1.0 means a 100% yield; for example, 0.34 means a 34% yield). (1) The reactants are [NH2:1][C:2]1[C:3]([O:20][CH3:21])=[CH:4][C:5]([CH:17]([CH3:19])[CH3:18])=[C:6]([CH:16]=1)[O:7][C:8]1[C:9]([NH2:15])=[N:10][C:11]([NH2:14])=[N:12][CH:13]=1.COC1[CH:29]=[CH:28][C:27](OC)=[CH:26]O1.[OH-].[Na+]. The catalyst is CC(O)=O. The product is [CH:17]([C:5]1[CH:4]=[C:3]([O:20][CH3:21])[C:2]([N:1]2[CH:29]=[CH:28][CH:27]=[CH:26]2)=[CH:16][C:6]=1[O:7][C:8]1[C:9]([NH2:15])=[N:10][C:11]([NH2:14])=[N:12][CH:13]=1)([CH3:19])[CH3:18]. The yield is 0.720. (2) The reactants are [CH3:1][O:2][C:3](=[O:14])[C:4]1[CH:9]=[CH:8][CH:7]=[C:6]([N+:10]([O-:12])=[O:11])[C:5]=1[CH3:13].COC(OC)N(C)C. The catalyst is CN(C)C=O. The product is [N+:10]([C:6]1[CH:7]=[CH:8][CH:9]=[C:4]2[C:5]=1[CH:13]=[CH:1][O:2][C:3]2=[O:14])([O-:12])=[O:11]. The yield is 0.544. (3) The reactants are [O:1]1[CH:5]=[CH:4][CH:3]=[C:2]1[C:6]1[N:7]=[CH:8][C:9](O)=[N:10][CH:11]=1.O=P(Cl)(Cl)[Cl:15]. No catalyst specified. The product is [Cl:15][C:9]1[CH:8]=[N:7][C:6]([C:2]2[O:1][CH:5]=[CH:4][CH:3]=2)=[CH:11][N:10]=1. The yield is 0.450. (4) The reactants are [N+:1]([C:4]1[CH:5]=[N:6][CH:7]=[CH:8][C:9]=1[C:10]1[CH2:11][CH2:12][CH:13]2[O:17][C:16](=[O:18])[NH:15][CH:14]2[CH:19]=1)([O-:3])=[O:2].[C:20](O[C:20]([O:22][C:23]([CH3:26])([CH3:25])[CH3:24])=[O:21])([O:22][C:23]([CH3:26])([CH3:25])[CH3:24])=[O:21]. The catalyst is CN(C1C=CN=CC=1)C.C(Cl)Cl.C(OCC)(=O)C. The product is [N+:1]([C:4]1[CH:5]=[N:6][CH:7]=[CH:8][C:9]=1[C:10]1[CH2:11][CH2:12][CH:13]2[O:17][C:16](=[O:18])[N:15]([C:20]([O:22][C:23]([CH3:26])([CH3:25])[CH3:24])=[O:21])[CH:14]2[CH:19]=1)([O-:3])=[O:2]. The yield is 0.980. (5) The reactants are O[C@H:2]1[C:6]2[N:7]=[CH:8][N:9]=[C:10]([N:11]3[CH2:16][CH2:15][N:14]([C:17]([O:19][C:20]([CH3:23])([CH3:22])[CH3:21])=[O:18])[CH2:13][CH2:12]3)[C:5]=2[C@H:4]([CH3:24])[CH2:3]1.CCN(S(F)(F)[F:31])CC. The catalyst is C(Cl)Cl. The product is [F:31][C@@H:2]1[C:6]2[N:7]=[CH:8][N:9]=[C:10]([N:11]3[CH2:16][CH2:15][N:14]([C:17]([O:19][C:20]([CH3:23])([CH3:22])[CH3:21])=[O:18])[CH2:13][CH2:12]3)[C:5]=2[C@H:4]([CH3:24])[CH2:3]1. The yield is 0.610.